From a dataset of Reaction yield outcomes from USPTO patents with 853,638 reactions. Predict the reaction yield, written as a fraction of the theoretical maximum amount of product (1.0 means a 100% yield; for example, 0.34 means a 34% yield). (1) The reactants are [F:1][C:2]([F:15])([F:14])[CH2:3][NH:4][C:5]([N:7]1[CH2:11][CH:10]([CH2:12][CH3:13])[CH:9]=[N:8]1)=[S:6].I[CH3:17]. The catalyst is CO. The product is [CH3:17][S:6][C:5]([N:7]1[CH2:11][CH:10]([CH2:12][CH3:13])[CH:9]=[N:8]1)=[N:4][CH2:3][C:2]([F:1])([F:14])[F:15]. The yield is 0.190. (2) The reactants are Br[C:2]1[C:7](=[O:8])[N:6]([CH2:9][C:10]2[CH:15]=[CH:14][C:13]([C:16]3[C:17]([C:22]#[N:23])=[CH:18][CH:19]=[CH:20][CH:21]=3)=[CH:12][C:11]=2[F:24])[C:5]([CH2:25][CH2:26][CH3:27])=[N:4][C:3]=1[CH3:28].[Si:29]([O:36][CH2:37][C:38]([CH3:50])([CH3:49])[O:39][C:40]1[CH:45]=[CH:44][C:43](B(O)O)=[CH:42][CH:41]=1)([C:32]([CH3:35])([CH3:34])[CH3:33])([CH3:31])[CH3:30].C(=O)([O-])[O-].[Cs+].[Cs+].O1CCOCC1. The catalyst is C(OCC)(=O)C.C1C=CC(P(C2C=CC=CC=2)[C-]2C=CC=C2)=CC=1.C1C=CC(P(C2C=CC=CC=2)[C-]2C=CC=C2)=CC=1.Cl[Pd]Cl.[Fe+2].ClCCl. The product is [Si:29]([O:36][CH2:37][C:38]([CH3:50])([CH3:49])[O:39][C:40]1[CH:41]=[CH:42][C:43]([C:2]2[C:7](=[O:8])[N:6]([CH2:9][C:10]3[CH:15]=[CH:14][C:13]([C:16]4[C:17]([C:22]#[N:23])=[CH:18][CH:19]=[CH:20][CH:21]=4)=[CH:12][C:11]=3[F:24])[C:5]([CH2:25][CH2:26][CH3:27])=[N:4][C:3]=2[CH3:28])=[CH:44][CH:45]=1)([C:32]([CH3:35])([CH3:34])[CH3:33])([CH3:31])[CH3:30]. The yield is 0.890. (3) The reactants are C(OC(=O)C)(=O)C.O[CH:9]([C:16]1[CH:21]=[CH:20][CH:19]=[CH:18][N:17]=1)[C:10](=[CH2:15])[C:11]([O:13][CH3:14])=[O:12]. The catalyst is C(=O)(O)[O-].[Na+]. The product is [CH:9]1[C:10]([C:11]([O:13][CH3:14])=[O:12])=[CH:15][N:17]2[C:16]=1[CH:21]=[CH:20][CH:19]=[CH:18]2. The yield is 0.350. (4) The reactants are [H-].[Na+].[Cl-].C[Si](C)(C)CC[O:8]C[P+](C1C=CC=CC=1)(C1C=CC=CC=1)C1C=CC=CC=1.[CH2:31]([O:33][C:34]([C:36]1[C:40](C=O)=[C:39](C2C=CC(Cl)=CC=2)[N:38]([C:50]2[CH:55]=[CH:54][CH:53]=[CH:52][C:51]=2[Cl:56])[N:37]=1)=[O:35])[CH3:32].[Cl-].[NH4+]. The catalyst is CS(C)=O. The product is [CH2:31]([O:33][C:34]([C:36]1[CH:40]=[C:39]([OH:8])[N:38]([C:50]2[CH:55]=[CH:54][CH:53]=[CH:52][C:51]=2[Cl:56])[N:37]=1)=[O:35])[CH3:32]. The yield is 0.300. (5) The reactants are [N:1]1[C:10]2[CH:9]=[CH:8][CH:7]=[C:6]([OH:11])[C:5]=2[CH:4]=[CH:3][CH:2]=1.C([O-])([O-])=O.[K+].[K+].I[CH:19]([CH3:21])[CH3:20]. The catalyst is CN(C=O)C. The product is [CH:19]([O:11][C:6]1[CH:7]=[CH:8][CH:9]=[C:10]2[C:5]=1[CH:4]=[CH:3][CH:2]=[N:1]2)([CH3:21])[CH3:20]. The yield is 0.910. (6) The reactants are O.Cl.[OH:3][CH:4]1[CH2:9][CH2:8][NH:7][CH2:6][CH2:5]1.C(N(CC)CC)C.[C:17](O[C:17]([O:19][C:20]([CH3:23])([CH3:22])[CH3:21])=[O:18])([O:19][C:20]([CH3:23])([CH3:22])[CH3:21])=[O:18]. The catalyst is C1COCC1. The yield is 0.980. The product is [C:20]([O:19][C:17]([N:7]1[CH2:8][CH2:9][CH:4]([OH:3])[CH2:5][CH2:6]1)=[O:18])([CH3:23])([CH3:22])[CH3:21]. (7) The reactants are Cl[C:2]1[C:7]2=[C:8]([CH3:11])[CH:9]=[CH:10][N:6]2[N:5]=[CH:4][N:3]=1.[F:12][C:13]1[CH:18]=[C:17]([N+:19]([O-:21])=[O:20])[CH:16]=[CH:15][C:14]=1[OH:22].C(=O)([O-])[O-].[K+].[K+]. The catalyst is CN(C=O)C.ClCCl. The product is [F:12][C:13]1[CH:18]=[C:17]([N+:19]([O-:21])=[O:20])[CH:16]=[CH:15][C:14]=1[O:22][C:2]1[C:7]2=[C:8]([CH3:11])[CH:9]=[CH:10][N:6]2[N:5]=[CH:4][N:3]=1. The yield is 0.720. (8) The reactants are C([O:3][C:4](=O)[C:5]([OH:23])([C:19]([F:22])([F:21])[F:20])[CH2:6][C:7]([C:10]1[CH:15]=[C:14]([F:16])[CH:13]=[CH:12][C:11]=1[O:17][CH3:18])([CH3:9])[CH3:8])C.[H-].[Al+3].[Li+].[H-].[H-].[H-]. The catalyst is C1COCC1. The product is [F:16][C:14]1[CH:13]=[CH:12][C:11]([O:17][CH3:18])=[C:10]([C:7]([CH3:9])([CH3:8])[CH2:6][C:5]([C:19]([F:21])([F:22])[F:20])([OH:23])[CH2:4][OH:3])[CH:15]=1. The yield is 0.920. (9) The reactants are [Br:1][C:2]1[CH:7]=[C:6]([NH2:8])[C:5]([NH2:9])=[C:4]([F:10])[CH:3]=1.Cl.[CH3:12][C:13](=O)CC(=O)C.C(=O)(O)[O-].[Na+]. The catalyst is C(O)C. The product is [Br:1][C:2]1[CH:3]=[C:4]([F:10])[C:5]2[N:9]=[C:12]([CH3:13])[NH:8][C:6]=2[CH:7]=1. The yield is 0.820. (10) The reactants are [F:1][C:2]([F:11])([F:10])[C:3]1[CH:9]=[CH:8][CH:7]=[CH:6][C:4]=1[NH2:5].[K+].[Br-:13].B(O[O-])=O.O.[Na+].C(=O)(O)[O-].[Na+]. The catalyst is C(O)(=O)C.[NH4+].[NH4+].O.O.O.O.[O-][Mo]([O-])(=O)=O.O. The product is [Br:13][C:8]1[CH:7]=[CH:6][C:4]([NH2:5])=[C:3]([C:2]([F:10])([F:11])[F:1])[CH:9]=1. The yield is 0.360.